From a dataset of Full USPTO retrosynthesis dataset with 1.9M reactions from patents (1976-2016). Predict the reactants needed to synthesize the given product. (1) Given the product [OH:52][CH:53]1[CH2:58][CH2:57][N:56]([C:16]([C:14]2[S:15][C:11]([C:7]3[S:6][C:5]([NH:4][C:1](=[O:3])[CH3:2])=[N:9][C:8]=3[CH3:10])=[CH:12][CH:13]=2)=[O:18])[CH2:55][CH2:54]1, predict the reactants needed to synthesize it. The reactants are: [C:1]([NH:4][C:5]1[S:6][C:7]([C:11]2[S:15][C:14]([C:16]([OH:18])=O)=[CH:13][CH:12]=2)=[C:8]([CH3:10])[N:9]=1)(=[O:3])[CH3:2].C1CN([P+](ON2N=NC3C=CC=CC2=3)(N2CCCC2)N2CCCC2)CC1.F[P-](F)(F)(F)(F)F.[OH:52][CH:53]1[CH2:58][CH2:57][NH:56][CH2:55][CH2:54]1.CCN(C(C)C)C(C)C. (2) Given the product [CH3:28][O:27][C:19]1[CH:20]=[C:21]([N+:24]([O-:26])=[O:25])[CH:22]=[CH:23][C:18]=1[N:6]1[CH:7]=[CH:8][CH:9]=[C:4]([CH2:1][CH2:2][CH3:3])[C:5]1=[O:10], predict the reactants needed to synthesize it. The reactants are: [CH2:1]([C:4]1[C:5](=[O:10])[NH:6][CH:7]=[CH:8][CH:9]=1)[CH2:2][CH3:3].CC(C)([O-])C.[K+].F[C:18]1[CH:23]=[CH:22][C:21]([N+:24]([O-:26])=[O:25])=[CH:20][C:19]=1[O:27][CH3:28].O.